From a dataset of Full USPTO retrosynthesis dataset with 1.9M reactions from patents (1976-2016). Predict the reactants needed to synthesize the given product. Given the product [C:1]([O:5][C:6]([N:8]1[C:12]2[CH:13]=[CH:14][CH:15]=[CH:16][C:11]=2[N:10]=[C:9]1[C:17]1[CH:22]=[C:21]([N:31]2[CH2:32][CH2:33][CH2:34][C@@H:29]([C:28]([O:27][CH2:25][CH3:26])=[O:35])[CH2:30]2)[CH:20]=[CH:19][C:18]=1[Cl:24])=[O:7])([CH3:4])([CH3:3])[CH3:2], predict the reactants needed to synthesize it. The reactants are: [C:1]([O:5][C:6]([N:8]1[C:12]2[CH:13]=[CH:14][CH:15]=[CH:16][C:11]=2[N:10]=[C:9]1[C:17]1[CH:22]=[C:21](Br)[CH:20]=[CH:19][C:18]=1[Cl:24])=[O:7])([CH3:4])([CH3:3])[CH3:2].[CH2:25]([O:27][C:28](=[O:35])[C@@H:29]1[CH2:34][CH2:33][CH2:32][NH:31][CH2:30]1)[CH3:26].C(=O)([O-])[O-].[Cs+].[Cs+].C1C=CC(P(C2C(C3C(P(C4C=CC=CC=4)C4C=CC=CC=4)=CC=C4C=3C=CC=C4)=C3C(C=CC=C3)=CC=2)C2C=CC=CC=2)=CC=1.